Dataset: Forward reaction prediction with 1.9M reactions from USPTO patents (1976-2016). Task: Predict the product of the given reaction. (1) Given the reactants [CH2:1]([O:3][C:4](=[O:14])[CH2:5][C:6](=[O:13])[CH2:7][C:8]([O:10][CH2:11][CH3:12])=[O:9])[CH3:2].S(Cl)([Cl:18])(=O)=O.O, predict the reaction product. The product is: [CH2:11]([O:10][C:8](=[O:9])[CH:7]([Cl:18])[C:6](=[O:13])[CH2:5][C:4]([O:3][CH2:1][CH3:2])=[O:14])[CH3:12]. (2) Given the reactants [C:1]1([C:7](=O)[CH2:8][C:9]2[CH:14]=[CH:13][CH:12]=[CH:11][CH:10]=2)[CH:6]=[CH:5][CH:4]=[CH:3][CH:2]=1.[CH:16]([C:18]1[CH:19]=[CH:20][C:21]([OH:27])=[C:22]([CH:26]=1)[C:23]([OH:25])=[O:24])=O.[NH2:28][C:29]([NH2:31])=[O:30].Cl, predict the reaction product. The product is: [OH:27][C:21]1[CH:20]=[CH:19][C:18]([CH:16]2[C:8]([C:9]3[CH:14]=[CH:13][CH:12]=[CH:11][CH:10]=3)=[C:7]([C:1]3[CH:6]=[CH:5][CH:4]=[CH:3][CH:2]=3)[NH:31][C:29](=[O:30])[NH:28]2)=[CH:26][C:22]=1[C:23]([OH:25])=[O:24]. (3) The product is: [C:16]1([C:2]2[S:3][C:4]3[CH:10]=[C:9]([C:11]([O:13][CH2:14][CH3:15])=[O:12])[CH:8]=[CH:7][C:5]=3[N:6]=2)[CH:21]=[CH:20][CH:19]=[CH:18][CH:17]=1. Given the reactants Br[C:2]1[S:3][C:4]2[CH:10]=[C:9]([C:11]([O:13][CH2:14][CH3:15])=[O:12])[CH:8]=[CH:7][C:5]=2[N:6]=1.[C:16]1(B(O)O)[CH:21]=[CH:20][CH:19]=[CH:18][CH:17]=1.C([O-])([O-])=O.[K+].[K+], predict the reaction product. (4) The product is: [N:3]1[C:4]2[CH:10]=[CH:9][CH:8]=[CH:7][C:5]=2[NH:6][C:2]=1[S:1][S:1][C:2]1[NH:3][C:4]2[CH:10]=[CH:9][CH:8]=[CH:7][C:5]=2[N:6]=1. Given the reactants [SH:1][C:2]1[NH:3][C:4]2[CH:10]=[CH:9][CH:8]=[CH:7][C:5]=2[N:6]=1.[OH-].[Na+].II, predict the reaction product. (5) The product is: [S:1]1[CH:5]=[CH:4][CH:3]=[C:2]1[C:6]1[C:7]([NH:11][CH2:12][CH2:13][NH:15][C:16]2[C:20]([C:21]3[S:22][CH:23]=[CH:24][CH:25]=3)=[CH:19][NH:18][N:17]=2)=[N:8][NH:9][CH:10]=1. Given the reactants [S:1]1[CH:5]=[CH:4][CH:3]=[C:2]1[C:6]1[C:7]([NH:11][C:12](=O)[C:13]([NH:15][C:16]2[C:20]([C:21]3[S:22][CH:23]=[CH:24][CH:25]=3)=[CH:19][NH:18][N:17]=2)=O)=[N:8][NH:9][CH:10]=1.CO.Cl, predict the reaction product. (6) The product is: [OH:11][C:12]([CH3:26])([CH2:17][S:18][C:19]1[CH:24]=[CH:23][C:22]([F:25])=[CH:21][CH:20]=1)[C:13]([OH:15])=[O:14]. Given the reactants FC1C=CC(S)=CC=1.[H-].[Na+].[OH:11][C:12]([CH3:26])([CH2:17][S:18][C:19]1[CH:24]=[CH:23][C:22]([F:25])=[CH:21][CH:20]=1)[C:13]([O:15]C)=[O:14].[OH-].[K+], predict the reaction product. (7) Given the reactants [NH2:1][C:2]1[CH:3]=[C:4]([CH:19]=[CH:20][CH:21]=1)[O:5][C:6]1[C:15]2[C:10](=[CH:11][C:12]([O:17][CH3:18])=[C:13]([OH:16])[CH:14]=2)[N:9]=[CH:8][N:7]=1.[F:22][C:23]([F:43])([F:42])[C:24]([C:27]1[O:31][N:30]=[C:29]([NH:32][C:33](=O)[O:34]C2C=CC=CC=2)[CH:28]=1)([CH3:26])[CH3:25], predict the reaction product. The product is: [OH:16][C:13]1[CH:14]=[C:15]2[C:10](=[CH:11][C:12]=1[O:17][CH3:18])[N:9]=[CH:8][N:7]=[C:6]2[O:5][C:4]1[CH:3]=[C:2]([NH:1][C:33]([NH:32][C:29]2[CH:28]=[C:27]([C:24]([CH3:26])([CH3:25])[C:23]([F:43])([F:42])[F:22])[O:31][N:30]=2)=[O:34])[CH:21]=[CH:20][CH:19]=1. (8) The product is: [F:42][C:38]1[CH:39]=[CH:40][CH:41]=[C:2]([F:1])[C:3]=1[C:4]([NH:6][C:7]1[C:8]([C:21]2[NH:22][C:23]([CH2:34][CH:35]([CH3:37])[CH3:36])=[C:24]([C:26]([N:28]3[CH2:33][CH2:32][O:31][CH2:30][CH2:29]3)=[O:27])[N:25]=2)=[N:9][NH:10][CH:11]=1)=[O:5]. Given the reactants [F:1][C:2]1[CH:41]=[CH:40][CH:39]=[C:38]([F:42])[C:3]=1[C:4]([NH:6][C:7]1[C:8]([C:21]2[NH:22][C:23]([CH2:34][CH:35]([CH3:37])[CH3:36])=[C:24]([C:26]([N:28]3[CH2:33][CH2:32][O:31][CH2:30][CH2:29]3)=[O:27])[N:25]=2)=[N:9][N:10](CC2C=CC(OC)=CC=2)[CH:11]=1)=[O:5].C1(OC)C=CC=CC=1, predict the reaction product.